From a dataset of Reaction yield outcomes from USPTO patents with 853,638 reactions. Predict the reaction yield, written as a fraction of the theoretical maximum amount of product (1.0 means a 100% yield; for example, 0.34 means a 34% yield). (1) The reactants are [C:1]1([S:7]([C:10]2[C:18]3[C:13](=[CH:14][CH:15]=[CH:16][CH:17]=3)[NH:12][C:11]=2[C:19]([O:21]C)=O)(=[O:9])=[O:8])[CH:6]=[CH:5][CH:4]=[CH:3][CH:2]=1.O.[NH2:24][NH2:25]. The catalyst is C(O)C. The product is [C:1]1([S:7]([C:10]2[C:18]3[C:13](=[CH:14][CH:15]=[CH:16][CH:17]=3)[NH:12][C:11]=2[C:19]([NH:24][NH2:25])=[O:21])(=[O:9])=[O:8])[CH:6]=[CH:5][CH:4]=[CH:3][CH:2]=1. The yield is 0.810. (2) The yield is 0.960. The product is [BrH:1].[Br:1][CH:4]([CH3:5])[C:3]([C:7]1[CH:12]=[CH:11][N:10]=[CH:9][CH:8]=1)=[O:6]. The reactants are [Br:1]Br.[C:3]([C:7]1[CH:12]=[CH:11][N:10]=[CH:9][CH:8]=1)(=[O:6])[CH2:4][CH3:5]. The catalyst is Br.CC(O)=O.CCOCC. (3) The reactants are [NH2:1][C:2]1[C:3]([NH:20][C:21]2[CH:22]=[C:23]([NH:27][C:28](=[O:34])[O:29][C:30]([CH3:33])([CH3:32])[CH3:31])[CH:24]=[CH:25][CH:26]=2)=[N:4][C:5]([NH:8][C:9]2[CH:14]=[CH:13][C:12]([O:15][CH2:16][CH2:17][O:18][CH3:19])=[CH:11][CH:10]=2)=[N:6][CH:7]=1.Cl[C:36](Cl)([O:38]C(=O)OC(Cl)(Cl)Cl)Cl. The catalyst is C(Cl)Cl. The product is [CH3:19][O:18][CH2:17][CH2:16][O:15][C:12]1[CH:13]=[CH:14][C:9]([NH:8][C:5]2[N:4]=[C:3]3[C:2]([NH:1][C:36](=[O:38])[N:20]3[C:21]3[CH:22]=[C:23]([NH:27][C:28](=[O:34])[O:29][C:30]([CH3:31])([CH3:33])[CH3:32])[CH:24]=[CH:25][CH:26]=3)=[CH:7][N:6]=2)=[CH:10][CH:11]=1. The yield is 0.730. (4) The reactants are [Br:1][C:2]1[C:9]([F:10])=[CH:8][C:5]([CH:6]=[O:7])=[C:4]([N+:11]([O-])=O)[CH:3]=1.CCO.CC(O)=O. The catalyst is [Fe].O. The product is [NH2:11][C:4]1[CH:3]=[C:2]([Br:1])[C:9]([F:10])=[CH:8][C:5]=1[CH:6]=[O:7]. The yield is 0.780. (5) The reactants are Cl.[Cl:2][C:3]1[CH:8]=[CH:7][C:6]([C:9]2([NH2:15])[CH2:14][CH2:13][NH:12][CH2:11][CH2:10]2)=[CH:5][CH:4]=1.Cl[C:17]1[C:18]2[CH:25]=[CH:24][NH:23][C:19]=2[N:20]=[CH:21][N:22]=1.C(N(CC)CC)C. The catalyst is C(O)CCC. The product is [Cl:2][C:3]1[CH:8]=[CH:7][C:6]([C:9]2([NH2:15])[CH2:10][CH2:11][N:12]([C:17]3[C:18]4[CH:25]=[CH:24][NH:23][C:19]=4[N:20]=[CH:21][N:22]=3)[CH2:13][CH2:14]2)=[CH:5][CH:4]=1. The yield is 0.740.